This data is from Reaction yield outcomes from USPTO patents with 853,638 reactions. The task is: Predict the reaction yield, written as a fraction of the theoretical maximum amount of product (1.0 means a 100% yield; for example, 0.34 means a 34% yield). (1) The reactants are [C:1](=[NH:21])([O:3][CH2:4][CH2:5][C:6]1[CH:11]=[CH:10][C:9]([O:12][C:13]2[CH:18]=[CH:17][C:16]([CH3:19])=[C:15]([Cl:20])[CH:14]=2)=[CH:8][CH:7]=1)[NH2:2].[CH:22]([CH:24]([CH2:29][C:30]1[CH:31]=[N:32][N:33]([CH3:35])[CH:34]=1)[C:25](OC)=O)=[O:23].C([O-])([O-])=O.[K+].[K+]. The catalyst is CN1C(=O)CCC1. The product is [Cl:20][C:15]1[CH:14]=[C:13]([O:12][C:9]2[CH:8]=[CH:7][C:6]([CH2:5][CH2:4][O:3][C:1]3[NH:2][CH:25]=[C:24]([CH2:29][C:30]4[CH:31]=[N:32][N:33]([CH3:35])[CH:34]=4)[C:22](=[O:23])[N:21]=3)=[CH:11][CH:10]=2)[CH:18]=[CH:17][C:16]=1[CH3:19]. The yield is 0.148. (2) The reactants are [OH:1][CH2:2][C:3]1[S:4][C:5]2[C:11]([C:12]3[CH:13]=[C:14]([CH:18]=[CH:19][CH:20]=3)[C:15](O)=[O:16])=[CH:10][CH:9]=[CH:8][C:6]=2[CH:7]=1.Cl.[NH2:22][CH2:23][C:24]([NH2:26])=[O:25]. No catalyst specified. The product is [NH2:26][C:24](=[O:25])[CH2:23][NH:22][C:15](=[O:16])[C:14]1[CH:18]=[CH:19][CH:20]=[C:12]([C:11]2[C:5]3[S:4][C:3]([CH2:2][OH:1])=[CH:7][C:6]=3[CH:8]=[CH:9][CH:10]=2)[CH:13]=1. The yield is 0.770. (3) The reactants are C([Li])CCC.Br[C:7]1[C:16]([CH3:17])=[C:15]([O:18][CH3:19])[C:14]2[C:9](=[CH:10][CH:11]=[CH:12][CH:13]=2)[C:8]=1[O:20][CH3:21].Cl[C:23]([O:25][CH2:26][CH3:27])=[O:24]. The catalyst is O1CCCC1. The product is [CH3:19][O:18][C:15]1[C:14]2[C:9](=[CH:10][CH:11]=[CH:12][CH:13]=2)[C:8]([O:20][CH3:21])=[C:7]([C:23]([O:25][CH2:26][CH3:27])=[O:24])[C:16]=1[CH3:17]. The yield is 0.890. (4) The reactants are C([O-])=O.[NH4+].Cl[C:6]1[N:11]=[N:10][C:9]([NH2:12])=[C:8]([C:13]2[CH:18]=[CH:17][C:16]([CH3:19])=[CH:15][C:14]=2[CH3:20])[CH:7]=1. The catalyst is CO.[Pd]. The product is [CH3:20][C:14]1[CH:15]=[C:16]([CH3:19])[CH:17]=[CH:18][C:13]=1[C:8]1[CH:7]=[CH:6][N:11]=[N:10][C:9]=1[NH2:12]. The yield is 0.990. (5) The reactants are [CH3:1][C:2]1[C:6]2[N:7]=[CH:8][NH:9][C:10](=O)[C:5]=2[S:4][CH:3]=1.O=P(Cl)(Cl)[Cl:14]. The catalyst is CN(C=O)C. The product is [Cl:14][C:10]1[C:5]2[S:4][CH:3]=[C:2]([CH3:1])[C:6]=2[N:7]=[CH:8][N:9]=1. The yield is 0.810. (6) The reactants are [CH2:1]([O:8][C:9]([N:11]1[CH2:16][CH2:15][C:14]2([CH2:21][CH2:20][C:19](=[O:22])[CH:18]=[CH:17]2)[CH2:13][CH2:12]1)=[O:10])[C:2]1[CH:7]=[CH:6][CH:5]=[CH:4][CH:3]=1.[CH3:23][N:24]([CH:26](N(C)C)N(C)C)[CH3:25]. The catalyst is C1(C)C=CC=CC=1. The product is [CH3:23][N:24]([CH:26]=[C:20]1[CH2:21][C:14]2([CH2:13][CH2:12][N:11]([C:9]([O:8][CH2:1][C:2]3[CH:7]=[CH:6][CH:5]=[CH:4][CH:3]=3)=[O:10])[CH2:16][CH2:15]2)[CH:17]=[CH:18][C:19]1=[O:22])[CH3:25]. The yield is 1.00. (7) The reactants are Cl[C:2]1[CH:11]=[CH:10][N:9]=[C:8]2[C:3]=1[CH:4]=[CH:5][C:6]([C:12]([F:15])([F:14])[F:13])=[N:7]2.[F:16][C:17]1[CH:22]=[CH:21][C:20](B2OC(C)(C)C(C)(C)O2)=[CH:19][C:18]=1[C:32]1[CH:33]=[N:34][CH:35]=[CH:36][CH:37]=1. No catalyst specified. The product is [F:16][C:17]1[CH:22]=[CH:21][C:20]([C:2]2[CH:11]=[CH:10][N:9]=[C:8]3[C:3]=2[CH:4]=[CH:5][C:6]([C:12]([F:15])([F:14])[F:13])=[N:7]3)=[CH:19][C:18]=1[C:32]1[CH:33]=[N:34][CH:35]=[CH:36][CH:37]=1. The yield is 0.280.